Dataset: Full USPTO retrosynthesis dataset with 1.9M reactions from patents (1976-2016). Task: Predict the reactants needed to synthesize the given product. (1) Given the product [CH:1]([C:21]1[C:22]([OH:23])=[C:17]([CH:1]=[CH:2][C:3]2[CH:8]=[CH:7][CH:6]=[CH:5][CH:4]=2)[CH:18]=[C:19]([CH3:24])[CH:20]=1)=[CH:2][C:3]1[CH:8]=[CH:7][CH:6]=[CH:5][CH:4]=1, predict the reactants needed to synthesize it. The reactants are: [CH2:1]=[CH:2][C:3]1[CH:8]=[CH:7][CH:6]=[CH:5][CH:4]=1.OS(C(F)(F)F)(=O)=O.[CH:17]1[C:22]([OH:23])=[CH:21][CH:20]=[C:19]([CH3:24])[CH:18]=1. (2) Given the product [NH2:8][C:9]1([CH2:37][CH2:38][CH2:39][OH:40])[CH2:16][CH2:15][CH2:14][CH:13]([O:17][C:18]2[CH:19]=[C:20]3[C:25](=[CH:26][C:27]=2[Cl:28])[C:24](=[O:29])[NH:23][CH:22]=[CH:21]3)[CH2:12][CH2:11][CH2:10]1, predict the reactants needed to synthesize it. The reactants are: Cl.C(OC(=O)[NH:8][C:9]1([CH2:37][CH2:38][CH2:39][OH:40])[CH2:16][CH2:15][CH2:14][CH:13]([O:17][C:18]2[CH:19]=[C:20]3[C:25](=[CH:26][C:27]=2[Cl:28])[C:24]([O:29]CC2C=CC=CC=2)=[N:23][CH:22]=[CH:21]3)[CH2:12][CH2:11][CH2:10]1)(C)(C)C. (3) The reactants are: [C:1]([C:4]1[C:5](=[O:21])[NH:6][C:7]2[C:12]([C:13]=1[C:14]1[CH:19]=[CH:18][CH:17]=[CH:16][CH:15]=1)=[CH:11][C:10]([Cl:20])=[CH:9][CH:8]=2)(=[O:3])[CH3:2].[CH3:22][O:23][C:24]1[CH:31]=[CH:30][CH:29]=[CH:28][C:25]=1[CH:26]=O.[OH-].[Na+]. Given the product [Cl:20][C:10]1[CH:11]=[C:12]2[C:7](=[CH:8][CH:9]=1)[NH:6][C:5](=[O:21])[C:4]([C:1](=[O:3])[CH:2]=[CH:26][C:25]1[CH:28]=[CH:29][CH:30]=[CH:31][C:24]=1[O:23][CH3:22])=[C:13]2[C:14]1[CH:15]=[CH:16][CH:17]=[CH:18][CH:19]=1, predict the reactants needed to synthesize it. (4) Given the product [OH:37][C:29]1[CH:28]=[CH:27][C:26]([CH:24]([OH:25])[CH2:23][NH:22][CH:18]2[CH2:19][CH2:20][N:15]([C:12]3[CH:13]=[CH:14][C:9]([CH:8]=[C:4]4[S:3][C:2](=[NH:1])[NH:6][C:5]4=[O:7])=[CH:10][CH:11]=3)[CH2:16][CH2:17]2)=[CH:31][C:30]=1[NH:32][S:33]([CH3:36])(=[O:35])=[O:34], predict the reactants needed to synthesize it. The reactants are: [NH:1]=[C:2]1[NH:6][C:5](=[O:7])[C:4](=[CH:8][C:9]2[CH:14]=[CH:13][C:12]([N:15]3[CH2:20][CH2:19][C:18](=O)[CH2:17][CH2:16]3)=[CH:11][CH:10]=2)[S:3]1.[NH2:22][CH2:23][CH:24]([C:26]1[CH:27]=[CH:28][C:29]([OH:37])=[C:30]([NH:32][S:33]([CH3:36])(=[O:35])=[O:34])[CH:31]=1)[OH:25].